Dataset: NCI-60 drug combinations with 297,098 pairs across 59 cell lines. Task: Regression. Given two drug SMILES strings and cell line genomic features, predict the synergy score measuring deviation from expected non-interaction effect. (1) Cell line: SK-MEL-2. Drug 1: CN(C)N=NC1=C(NC=N1)C(=O)N. Drug 2: C1=CN(C=N1)CC(O)(P(=O)(O)O)P(=O)(O)O. Synergy scores: CSS=0.128, Synergy_ZIP=1.46, Synergy_Bliss=1.32, Synergy_Loewe=-2.43, Synergy_HSA=-1.78. (2) Drug 1: CCCS(=O)(=O)NC1=C(C(=C(C=C1)F)C(=O)C2=CNC3=C2C=C(C=N3)C4=CC=C(C=C4)Cl)F. Drug 2: C1=CC(=C2C(=C1NCCNCCO)C(=O)C3=C(C=CC(=C3C2=O)O)O)NCCNCCO. Cell line: NCI-H226. Synergy scores: CSS=40.8, Synergy_ZIP=4.19, Synergy_Bliss=6.48, Synergy_Loewe=-21.9, Synergy_HSA=6.07.